From a dataset of Forward reaction prediction with 1.9M reactions from USPTO patents (1976-2016). Predict the product of the given reaction. (1) Given the reactants [CH2:1]([O:3][C:4](=[O:30])[CH:5]([N:7]1[CH2:12][CH2:11][CH2:10][C:9](NC(OC(C)(C)C)=O)([NH:13]C(OC(C)(C)C)=O)[C:8]1=[O:29])[CH3:6])[CH3:2].C(OC(=O)NC1CCCN(CC2NC(C3C=CC(C4C=CC(C5N=C(C6CCCN6C(=O)C(NC(OC)=O)C(C)C)NC=5)=CC=4)=CC=3)=CN=2)C1=O)(C)(C)C, predict the reaction product. The product is: [CH2:1]([O:3][C:4](=[O:30])[CH:5]([N:7]1[CH2:12][CH2:11][CH2:10][CH:9]([NH2:13])[C:8]1=[O:29])[CH3:6])[CH3:2]. (2) Given the reactants [CH3:1][O:2][C:3]([NH:5][C@@H:6]([CH:10]([CH3:12])[CH3:11])[C:7](O)=[O:8])=[O:4].CN(C(ON1N=NC2C=CC=NC1=2)=[N+](C)C)C.F[P-](F)(F)(F)(F)F.Cl.Cl.[Br:39][C:40]1[CH:45]=[CH:44][C:43]([C:46]2[NH:50][C:49]([C@@H:51]3[CH2:55][C@H:54]([CH3:56])[CH2:53][NH:52]3)=[N:48][CH:47]=2)=[CH:42][CH:41]=1.C(N(CC)C(C)C)(C)C, predict the reaction product. The product is: [CH3:1][O:2][C:3](=[O:4])[NH:5][C@H:6]([C:7]([N:52]1[CH2:53][C@@H:54]([CH3:56])[CH2:55][C@H:51]1[C:49]1[NH:50][C:46]([C:43]2[CH:44]=[CH:45][C:40]([Br:39])=[CH:41][CH:42]=2)=[CH:47][N:48]=1)=[O:8])[CH:10]([CH3:12])[CH3:11].